From a dataset of Reaction yield outcomes from USPTO patents with 853,638 reactions. Predict the reaction yield, written as a fraction of the theoretical maximum amount of product (1.0 means a 100% yield; for example, 0.34 means a 34% yield). (1) The reactants are Cl[C:2]1[N:3]([CH2:25][CH:26]2[CH2:28][CH2:27]2)[C:4]2[C:9]([N:10]=1)=[C:8]([N:11]1[CH2:16][CH2:15][O:14][CH2:13][CH2:12]1)[N:7]=[C:6]([C:17]1[C:18]([CH3:24])=[N:19][C:20]([NH2:23])=[N:21][CH:22]=1)[N:5]=2.[NH:29]1[CH2:34][CH2:33][CH:32]([CH2:35][OH:36])[CH2:31][CH2:30]1. The catalyst is CN1CCCC1=O. The product is [NH2:23][C:20]1[N:19]=[C:18]([CH3:24])[C:17]([C:6]2[N:5]=[C:4]3[C:9]([N:10]=[C:2]([N:29]4[CH2:34][CH2:33][CH:32]([CH2:35][OH:36])[CH2:31][CH2:30]4)[N:3]3[CH2:25][CH:26]3[CH2:28][CH2:27]3)=[C:8]([N:11]3[CH2:16][CH2:15][O:14][CH2:13][CH2:12]3)[N:7]=2)=[CH:22][N:21]=1. The yield is 0.580. (2) The reactants are [NH2:1][CH2:2][CH2:3][O:4][CH2:5][CH2:6][O:7][CH2:8][CH2:9][O:10][CH2:11][CH2:12][NH:13][S:14]([C:17]1[CH:22]=[CH:21][C:20]([CH:23]2[C:32]3[C:27](=[C:28]([Cl:34])[CH:29]=[C:30]([Cl:33])[CH:31]=3)[CH2:26][N:25]([CH3:35])[CH2:24]2)=[CH:19][CH:18]=1)(=[O:16])=[O:15].[O:54]=[C:49]1[CH2:50][CH2:51][C:52](=[O:53])[N:48]1[CH:44]([C:45]([O-:47])=O)[CH:44]([N:48]1[C:52](=[O:53])[CH2:51][CH2:50][C:49]1=[O:54])[C:45]([O-:47])=O.[CH2:58]([N:60]([CH2:63][CH3:64])[CH2:61][CH3:62])C. The catalyst is CN(C=O)C. The product is [Cl:33][C:30]1[CH:31]=[C:32]2[C:27](=[C:28]([Cl:34])[CH:29]=1)[CH2:26][N:25]([CH3:35])[CH2:24][CH:23]2[C:20]1[CH:19]=[CH:18][C:17]([S:14]([NH:13][CH2:12][CH2:11][O:10][CH2:9][CH2:8][O:7][CH2:6][CH2:5][O:4][CH2:3][CH2:2][NH:1][C:49](=[O:54])[CH2:50][CH2:51][C:52]([NH:48][CH2:44][CH2:45][O:47][CH2:5][CH2:6][O:7][CH2:8][CH2:9][O:10][CH2:11][CH2:12][NH:13][S:14]([C:17]2[CH:22]=[CH:21][C:20]([CH:62]3[C:32]4[C:64](=[C:28]([Cl:34])[CH:29]=[C:30]([Cl:33])[CH:31]=4)[CH2:63][N:60]([CH3:58])[CH2:61]3)=[CH:19][CH:18]=2)(=[O:16])=[O:15])=[O:53])(=[O:16])=[O:15])=[CH:22][CH:21]=1. The yield is 0.450.